This data is from Peptide-MHC class II binding affinity with 134,281 pairs from IEDB. The task is: Regression. Given a peptide amino acid sequence and an MHC pseudo amino acid sequence, predict their binding affinity value. This is MHC class II binding data. (1) The peptide sequence is GSTYYADSVKGRFTI. The MHC is DRB1_0401 with pseudo-sequence DRB1_0401. The binding affinity (normalized) is 0.764. (2) The peptide sequence is IKTLKFDALSGSQEV. The MHC is DRB1_1301 with pseudo-sequence DRB1_1301. The binding affinity (normalized) is 0.399. (3) The peptide sequence is NPTDTGHGTVVMQVK. The MHC is DRB1_0101 with pseudo-sequence DRB1_0101. The binding affinity (normalized) is 0. (4) The peptide sequence is RQHGSEEWEPLTKKG. The MHC is DRB1_0101 with pseudo-sequence DRB1_0101. The binding affinity (normalized) is 0.127.